Dataset: Catalyst prediction with 721,799 reactions and 888 catalyst types from USPTO. Task: Predict which catalyst facilitates the given reaction. Reactant: Br[C:2]1[C:3]2[C:10]([CH3:11])=[CH:9][CH:8]=[CH:7][C:4]=2[S:5][CH:6]=1.C([Li])CCC.CON(C)[C:20](=[O:23])[CH2:21][CH3:22]. Product: [CH3:11][C:10]1[C:3]2[CH:2]=[C:6]([C:20](=[O:23])[CH2:21][CH3:22])[S:5][C:4]=2[CH:7]=[CH:8][CH:9]=1. The catalyst class is: 365.